Dataset: Full USPTO retrosynthesis dataset with 1.9M reactions from patents (1976-2016). Task: Predict the reactants needed to synthesize the given product. Given the product [Cl:15][C:16]1[N:21]=[C:20]([C:9]2[CH:10]=[CH:11][C:6]([O:5][CH2:4][CH:1]3[CH2:3][CH2:2]3)=[CH:7][CH:8]=2)[N:19]=[C:18]([O:23][CH3:24])[N:17]=1, predict the reactants needed to synthesize it. The reactants are: [CH:1]1([CH2:4][O:5][C:6]2[CH:11]=[CH:10][C:9](B(O)O)=[CH:8][CH:7]=2)[CH2:3][CH2:2]1.[Cl:15][C:16]1[N:21]=[C:20](Cl)[N:19]=[C:18]([O:23][CH3:24])[N:17]=1.C(=O)([O-])[O-].[Na+].[Na+].O.